Predict the product of the given reaction. From a dataset of Forward reaction prediction with 1.9M reactions from USPTO patents (1976-2016). (1) The product is: [Cl:7][C:8]1[CH:9]=[CH:10][C:11]([C:14]2[CH:15]=[CH:16][C:17]([C:20]#[C:21][C:22]3[CH:33]=[CH:32][C:25]([O:26][CH2:27][C:28]4([NH:31][CH:1]5[CH2:5][CH2:4][CH2:3][CH2:2]5)[CH2:30][CH2:29]4)=[C:24]([CH3:34])[CH:23]=3)=[N:18][CH:19]=2)=[CH:12][CH:13]=1. Given the reactants [C:1]1(=O)[CH2:5][CH2:4][CH2:3][CH2:2]1.[Cl:7][C:8]1[CH:13]=[CH:12][C:11]([C:14]2[CH:15]=[CH:16][C:17]([C:20]#[C:21][C:22]3[CH:33]=[CH:32][C:25]([O:26][CH2:27][C:28]4([NH2:31])[CH2:30][CH2:29]4)=[C:24]([CH3:34])[CH:23]=3)=[N:18][CH:19]=2)=[CH:10][CH:9]=1.C(O[BH-](OC(=O)C)OC(=O)C)(=O)C.[Na+].CC(O)=O.C(=O)(O)[O-].[Na+], predict the reaction product. (2) Given the reactants [CH3:1]OP(C(=[N+]=[N-])C(=O)C)(=O)OC.[Cl:13][C:14]1[CH:19]=[CH:18][C:17]([C:20]([CH3:32])([CH3:31])[CH2:21][C@:22]([OH:30])([C:26]([F:29])([F:28])[F:27])[CH2:23][CH:24]=O)=[C:16]([S:33]([CH3:36])(=[O:35])=[O:34])[CH:15]=1.C(=O)([O-])[O-].[K+].[K+], predict the reaction product. The product is: [Cl:13][C:14]1[CH:19]=[CH:18][C:17]([C:20]([CH3:32])([CH3:31])[CH2:21][C@@:22]([C:26]([F:29])([F:28])[F:27])([OH:30])[CH2:23][C:24]#[CH:1])=[C:16]([S:33]([CH3:36])(=[O:35])=[O:34])[CH:15]=1.